This data is from Forward reaction prediction with 1.9M reactions from USPTO patents (1976-2016). The task is: Predict the product of the given reaction. (1) Given the reactants [CH3:1][O:2][C:3]1[C:8]([O:9][CH2:10][N:11]2[CH2:16][CH2:15][CH:14]([CH3:17])[CH2:13][CH2:12]2)=[CH:7][C:6]([NH2:18])=[C:5]([N+:19]([O-])=O)[CH:4]=1, predict the reaction product. The product is: [CH3:1][O:2][C:3]1[CH:4]=[C:5]([NH2:19])[C:6]([NH2:18])=[CH:7][C:8]=1[O:9][CH2:10][N:11]1[CH2:16][CH2:15][CH:14]([CH3:17])[CH2:13][CH2:12]1. (2) Given the reactants [CH3:1][S:2]([O:5]S(C)(=O)=O)(=O)=[O:3].FC(F)(F)C(O)=O.[CH3:17][O:18][C:19]1[CH:20]=[C:21]([C:31]2[N:32]=[C:33]([O:40][C@@H:41]([C@H:43]3[CH2:47][NH:46][C:45](=[O:48])[CH2:44]3)[CH3:42])[C:34]3[N:35]([N:37]=[CH:38][CH:39]=3)[CH:36]=2)[CH:22]=[CH:23][C:24]=1[N:25]1[CH2:30][CH2:29][NH:28][CH2:27][CH2:26]1.C(N(CC)CC)C, predict the reaction product. The product is: [CH3:17][O:18][C:19]1[CH:20]=[C:21]([C:31]2[N:32]=[C:33]([O:40][C@@H:41]([C@H:43]3[CH2:47][NH:46][C:45](=[O:48])[CH2:44]3)[CH3:42])[C:34]3[N:35]([N:37]=[CH:38][CH:39]=3)[CH:36]=2)[CH:22]=[CH:23][C:24]=1[N:25]1[CH2:26][CH2:27][N:28]([S:2]([CH3:1])(=[O:5])=[O:3])[CH2:29][CH2:30]1. (3) Given the reactants [CH3:1][C:2]1([CH3:19])[C:6]([CH3:8])([CH3:7])[O:5][B:4]([C:9]2[CH:10]=[CH:11][C:12](C(OC)=O)=[N:13][CH:14]=2)[O:3]1.[CH3:20][Mg]Br.C([O:25][CH2:26][CH3:27])C, predict the reaction product. The product is: [CH3:7][C:6]1([CH3:8])[C:2]([CH3:1])([CH3:19])[O:3][B:4]([C:9]2[CH:10]=[CH:11][C:12]([C:26]([OH:25])([CH3:27])[CH3:20])=[N:13][CH:14]=2)[O:5]1. (4) Given the reactants [CH2:1]([O:3][C:4](=[O:12])[C:5]1[CH:10]=[CH:9][CH:8]=[N:7][C:6]=1Cl)C.[CH3:13][O-:14].[Na+], predict the reaction product. The product is: [CH3:1][O:3][C:4](=[O:12])[C:5]1[CH:10]=[CH:9][CH:8]=[N:7][C:6]=1[O:14][CH3:13]. (5) Given the reactants [CH3:1][O:2][C:3](=[O:24])[C:4]1[CH:9]=[CH:8][C:7]([CH2:10][NH2:11])=[N:6][C:5]=1[NH:12][C:13]1[CH:18]=[CH:17][C:16]([Si:19]([CH3:22])([CH3:21])[CH3:20])=[CH:15][C:14]=1[F:23].[CH:25](O)=[O:26], predict the reaction product. The product is: [CH3:1][O:2][C:3](=[O:24])[C:4]1[CH:9]=[CH:8][C:7]([CH2:10][NH:11][CH:25]=[O:26])=[N:6][C:5]=1[NH:12][C:13]1[CH:18]=[CH:17][C:16]([Si:19]([CH3:20])([CH3:22])[CH3:21])=[CH:15][C:14]=1[F:23]. (6) Given the reactants [CH2:1]([O:3][C:4]([C:6]1[C:7]2[CH:14]=[CH:13][C:12]([O:15][C:16]3[CH:21]=[C:20](Cl)[N:19]=[C:18]([NH2:23])[N:17]=3)=[CH:11][C:8]=2[S:9][CH:10]=1)=[O:5])[CH3:2].N1C=CC=CC=1, predict the reaction product. The product is: [CH2:1]([O:3][C:4]([C:6]1[C:7]2[CH:14]=[CH:13][C:12]([O:15][C:16]3[CH:21]=[CH:20][N:19]=[C:18]([NH2:23])[N:17]=3)=[CH:11][C:8]=2[S:9][CH:10]=1)=[O:5])[CH3:2]. (7) Given the reactants [Cl:1][C:2]1[CH:11]=[CH:10][C:5]([C:6]([O:8][CH3:9])=[O:7])=[C:4]([NH:12][C:13]2[CH:18]=[CH:17][C:16]([CH2:19][C:20]([O:22][CH3:23])=[O:21])=[CH:15][C:14]=2[N+:24]([O-])=O)[CH:3]=1.CO.[H][H], predict the reaction product. The product is: [NH2:24][C:14]1[CH:15]=[C:16]([CH2:19][C:20]([O:22][CH3:23])=[O:21])[CH:17]=[CH:18][C:13]=1[NH:12][C:4]1[CH:3]=[C:2]([Cl:1])[CH:11]=[CH:10][C:5]=1[C:6]([O:8][CH3:9])=[O:7]. (8) The product is: [F:1][C:2]1[CH:3]=[C:4]([N:8]2[C@@:12]3([CH2:17][CH2:16][N:15]([CH2:18][C:19]4[CH:20]=[C:21]([C:25]5[CH:30]=[CH:29][CH:28]=[CH:27][C:26]=5[CH3:31])[CH:22]=[CH:23][CH:24]=4)[C@@H:14]([CH3:32])[CH2:13]3)[C:11](=[O:37])[NH:10][C:9]2=[O:35])[CH:5]=[CH:6][CH:7]=1. Given the reactants [F:1][C:2]1[CH:3]=[C:4]([N:8]2[C@@:12]3([CH2:17][CH2:16][N:15]([CH2:18][C:19]4[CH:20]=[C:21]([C:25]5[CH:30]=[CH:29][CH:28]=[CH:27][C:26]=5[CH3:31])[CH:22]=[CH:23][CH:24]=4)[C@@H:14]([CH3:32])[CH2:13]3)[C:11](NC)=[N:10][C:9]2=[O:35])[CH:5]=[CH:6][CH:7]=1.C(O)(C(F)(F)F)=[O:37], predict the reaction product. (9) Given the reactants Br[C:2]1[CH:7]=[CH:6][CH:5]=[CH:4][C:3]=1[CH2:8][C:9]([OH:11])=[O:10].[F:12][C:13]1[CH:19]=[C:18]([Cl:20])[CH:17]=[CH:16][C:14]=1[NH2:15], predict the reaction product. The product is: [F:12][C:13]1[CH:19]=[C:18]([Cl:20])[CH:17]=[CH:16][C:14]=1[NH:15][C:2]1[CH:7]=[CH:6][CH:5]=[CH:4][C:3]=1[CH2:8][C:9]([OH:11])=[O:10].